Dataset: Reaction yield outcomes from USPTO patents with 853,638 reactions. Task: Predict the reaction yield, written as a fraction of the theoretical maximum amount of product (1.0 means a 100% yield; for example, 0.34 means a 34% yield). The reactants are [NH2:1][C:2]1[N:3]=[CH:4][C:5]2[CH2:6][C:7](=[O:18])[NH:8][C:9]3[CH:16]=[C:15]([Cl:17])[CH:14]=[CH:13][C:10]=3[C:11]=2[N:12]=1.Br[C:20]1[CH:21]=[C:22]([CH2:28][CH2:29][CH2:30][N:31]([CH3:33])[CH3:32])[C:23]([O:26][CH3:27])=[N:24][CH:25]=1.CC(C1C=C(C(C)C)C(C2C=CC=CC=2P(C2CCCCC2)C2CCCCC2)=C(C(C)C)C=1)C. The catalyst is C1C=CC(/C=C/C(/C=C/C2C=CC=CC=2)=O)=CC=1.C1C=CC(/C=C/C(/C=C/C2C=CC=CC=2)=O)=CC=1.C1C=CC(/C=C/C(/C=C/C2C=CC=CC=2)=O)=CC=1.[Pd].[Pd]. The product is [Cl:17][C:15]1[CH:14]=[CH:13][C:10]2[C:11]3[N:12]=[C:2]([NH:1][C:20]4[CH:25]=[N:24][C:23]([O:26][CH3:27])=[C:22]([CH2:28][CH2:29][CH2:30][N:31]([CH3:32])[CH3:33])[CH:21]=4)[N:3]=[CH:4][C:5]=3[CH2:6][C:7](=[O:18])[NH:8][C:9]=2[CH:16]=1. The yield is 0.180.